This data is from Forward reaction prediction with 1.9M reactions from USPTO patents (1976-2016). The task is: Predict the product of the given reaction. (1) The product is: [Cl:34][C:33]1[C:28]([N:59]2[CH2:60][CH2:61][N:56]([CH:54]([C:51]3[CH:50]=[CH:49][N:48]=[CH:53][CH:52]=3)[CH3:55])[CH2:57][CH2:58]2)=[C:29]([N+:36]([O-:38])=[O:37])[C:30]([NH2:35])=[N:31][CH:32]=1. Given the reactants NC1C([N+]([O-])=O)=C(N2CCN(CC(NC3SC=CN=3)=O)CC2)C(Br)=CN=1.Cl[C:28]1[C:33]([Cl:34])=[CH:32][N:31]=[C:30]([NH2:35])[C:29]=1[N+:36]([O-:38])=[O:37].CCN(C(C)C)C(C)C.[N:48]1[CH:53]=[CH:52][C:51]([CH:54]([N:56]2[CH2:61][CH2:60][NH:59][CH2:58][CH2:57]2)[CH3:55])=[CH:50][CH:49]=1.Cl, predict the reaction product. (2) Given the reactants Cl[C:2]1[CH:27]=[C:26]([CH3:28])[C:5]([C:6]([NH:8][CH2:9][CH2:10][C@H:11]([N:13]2[CH2:18][CH2:17][CH:16]([NH:19][CH2:20][C:21]3[CH:25]=[CH:24][S:23][CH:22]=3)[CH2:15][CH2:14]2)[CH3:12])=[O:7])=[C:4]([CH3:29])[N:3]=1.[N:30]1[CH:35]=[CH:34][CH:33]=[C:32](B(O)O)[CH:31]=1, predict the reaction product. The product is: [S:23]1[CH:24]=[CH:25][C:21]([CH2:20][NH:19][CH:16]2[CH2:17][CH2:18][N:13]([C@H:11]([CH3:12])[CH2:10][CH2:9][NH:8][C:6]([C:5]3[C:26]([CH3:28])=[CH:27][C:2]([C:32]4[CH:31]=[N:30][CH:35]=[CH:34][CH:33]=4)=[N:3][C:4]=3[CH3:29])=[O:7])[CH2:14][CH2:15]2)=[CH:22]1.